Predict the product of the given reaction. From a dataset of Forward reaction prediction with 1.9M reactions from USPTO patents (1976-2016). (1) Given the reactants C1([O:6][C:7]([NH:9][C@@H:10]([CH2:14][CH2:15][CH2:16][CH2:17][CH2:18][CH2:19][CH2:20][NH:21][C:22]2[CH:27]=[CH:26][CH:25]=[CH:24][C:23]=2[S:28](=[O:46])(=[O:45])[NH:29][C:30]([C@@:32]2([NH:37][C:38]([C@@H:40]3[CH2:44][CH2:43][CH2:42][NH:41]3)=[O:39])[CH2:34][C@H:33]2[CH:35]=[CH2:36])=[O:31])[C:11]([OH:13])=O)=[O:8])CCCC1.[CH3:47]CN(C(C)C)C(C)C.CN(C(ON1N=N[C:66]2[CH:67]=[CH:68][CH:69]=N[C:65]1=2)=[N+](C)C)C.F[P-](F)(F)(F)(F)F.C[N:81]([CH:83]=[O:84])C, predict the reaction product. The product is: [CH:65]1([O:6][C:7](=[O:8])[NH:9][C@H:10]2[CH2:14][CH2:15][CH2:16][CH2:17][CH2:18][CH2:19][CH2:20][NH:21][C:22]3[CH:27]=[CH:26][CH:25]=[CH:24][C:23]=3[S:28](=[O:45])(=[O:46])[NH:29][C:30](=[O:31])[CH:32]([C@@:34]3([N:81]=[C:83]=[O:84])[CH2:47][C@H:33]3[CH:35]=[CH2:36])[NH:37][C:38](=[O:39])[C@H:40]3[N:41]([CH2:42][CH2:43][CH2:44]3)[C:11]2=[O:13])[CH2:66][CH2:67][CH2:68][CH2:69]1. (2) Given the reactants [CH2:1]1[C@H:6](N)[C@@H:5](O[C@H]2O[C@H](CN)[C@@H](O)[C@H](O)[C@H]2O)[C@H:4](O)[C@@H:3](O[C@H]2O[C@H](CO)[C@@H](O)[C@H](N)[C@H]2O)[C@@H:2]1N.C[C@@H]1[O:39][C@@H:38]([O:40][C@H]2[C@H](O)[C@@H](O)[C@H](NC(N)=N)[C@@H](O)[C@@H]2NC(N)=N)[C@H:37]([O:58][C@@H]2O[C@@H](CO)[C@H](O)[C@@H](O)[C@@H]2NC)[C@@]1(O)C=O.CC(S[C@@H]1O[C@H](CO)[C@H](O)[C@H](O)[C@H]1O)C.C1(C(O)CO)C=CC=CC=1.FC(F)(F)C(O)=O, predict the reaction product. The product is: [C:38]([OH:40])(=[O:39])[CH:37]([C:6]1[CH:5]=[CH:4][CH:3]=[CH:2][CH:1]=1)[OH:58]. (3) Given the reactants [C:1]([O:4][C@@H:5]1[C@@H:20]([O:21][C:22](=[O:24])[CH3:23])[C@H:19]([O:25][C:26](=[O:28])[CH3:27])[CH2:18][S:17][C@H:6]1[O:7][C:8]1[CH:13]=[C:12](Br)[CH:11]=[C:10]([F:15])[C:9]=1[F:16])(=[O:3])[CH3:2].[N:29]1[CH:34]=[CH:33][C:32](B(O)O)=[CH:31][CH:30]=1, predict the reaction product. The product is: [C:1]([O:4][C@@H:5]1[C@@H:20]([O:21][C:22](=[O:24])[CH3:23])[C@H:19]([O:25][C:26](=[O:28])[CH3:27])[CH2:18][S:17][C@H:6]1[O:7][C:8]1[CH:13]=[C:12]([C:32]2[CH:33]=[CH:34][N:29]=[CH:30][CH:31]=2)[CH:11]=[C:10]([F:15])[C:9]=1[F:16])(=[O:3])[CH3:2]. (4) Given the reactants C[O:2][C:3]1[CH:8]=[C:7]([C:9]2[S:10][CH:11]=[C:12]([C:14]([F:17])([F:16])[F:15])[N:13]=2)[N:6]=[C:5]([C:18]2[S:19][CH:20]=[C:21]([CH3:23])[N:22]=2)[CH:4]=1.[Cl-].[NH+]1C=CC=CC=1, predict the reaction product. The product is: [CH3:23][C:21]1[N:22]=[C:18]([C:5]2[CH:4]=[C:3]([OH:2])[CH:8]=[C:7]([C:9]3[S:10][CH:11]=[C:12]([C:14]([F:16])([F:15])[F:17])[N:13]=3)[N:6]=2)[S:19][CH:20]=1. (5) Given the reactants [F:1][C:2]([F:15])([F:14])[C:3](=O)[CH:4]([C:7]1[CH:12]=[CH:11][CH:10]=[CH:9][CH:8]=1)[C:5]#[N:6].O.[NH2:17][NH2:18], predict the reaction product. The product is: [C:7]1([C:4]2[C:3]([C:2]([F:1])([F:14])[F:15])=[N:17][NH:18][C:5]=2[NH2:6])[CH:8]=[CH:9][CH:10]=[CH:11][CH:12]=1. (6) Given the reactants ClC1C=CC2SC=C(CN3CCN(C4SC(C(O)=O)=C(C)N=4)C3=O)C=2C=1.[F:27][C:28]1[CH:49]=[CH:48][C:31]([CH2:32][N:33]2[CH2:37][CH2:36][N:35]([C:38]3[S:39][C:40]([C:44]([OH:46])=O)=[C:41]([CH3:43])[N:42]=3)[C:34]2=[O:47])=[CH:30][CH:29]=1.[N:50]1[CH:55]=[CH:54][CH:53]=[N:52][C:51]=1[CH2:56][NH2:57], predict the reaction product. The product is: [F:27][C:28]1[CH:29]=[CH:30][C:31]([CH2:32][N:33]2[CH2:37][CH2:36][N:35]([C:38]3[S:39][C:40]([C:44]([NH:57][CH2:56][C:51]4[N:52]=[CH:53][CH:54]=[CH:55][N:50]=4)=[O:46])=[C:41]([CH3:43])[N:42]=3)[C:34]2=[O:47])=[CH:48][CH:49]=1. (7) Given the reactants [C:1]([C:5]1[N:10]=[CH:9][C:8]([C:11]2[N:12]([C:32]([N:34]3[CH2:39][CH2:38][CH:37]([C:40]([OH:42])=O)[CH2:36][CH2:35]3)=[O:33])[C@@:13]([C:25]3[CH:30]=[CH:29][C:28]([Cl:31])=[CH:27][CH:26]=3)([CH3:24])[C@@:14]([C:17]3[CH:22]=[CH:21][C:20]([Cl:23])=[CH:19][CH:18]=3)([CH3:16])[N:15]=2)=[C:7]([O:43][CH2:44][CH3:45])[CH:6]=1)([CH3:4])([CH3:3])[CH3:2].[CH2:46]([CH2:48][NH2:49])[OH:47], predict the reaction product. The product is: [OH:47][CH2:46][CH2:48][NH:49][C:40]([CH:37]1[CH2:38][CH2:39][N:34]([C:32]([N:12]2[C@@:13]([C:25]3[CH:26]=[CH:27][C:28]([Cl:31])=[CH:29][CH:30]=3)([CH3:24])[C@@:14]([C:17]3[CH:18]=[CH:19][C:20]([Cl:23])=[CH:21][CH:22]=3)([CH3:16])[N:15]=[C:11]2[C:8]2[CH:9]=[N:10][C:5]([C:1]([CH3:2])([CH3:4])[CH3:3])=[CH:6][C:7]=2[O:43][CH2:44][CH3:45])=[O:33])[CH2:35][CH2:36]1)=[O:42].